From a dataset of Forward reaction prediction with 1.9M reactions from USPTO patents (1976-2016). Predict the product of the given reaction. (1) Given the reactants C1(P(C2CCCCC2)C2C=CC=CC=2C2C=CC=CC=2)CCCCC1.[CH3:26][O:27][C:28]1[CH:29]=[C:30]([NH2:40])[CH:31]=[CH:32][C:33]=1[N:34]1[CH:38]=[C:37]([CH3:39])[N:36]=[CH:35]1.Br[C:42]1[N:56]=[C:45]2[CH:46]=[CH:47][CH:48]=[C:49]([C:50]3[CH:55]=[CH:54][CH:53]=[CH:52][CH:51]=3)[N:44]2[N:43]=1, predict the reaction product. The product is: [CH3:26][O:27][C:28]1[CH:29]=[C:30]([NH:40][C:42]2[N:56]=[C:45]3[CH:46]=[CH:47][CH:48]=[C:49]([C:50]4[CH:55]=[CH:54][CH:53]=[CH:52][CH:51]=4)[N:44]3[N:43]=2)[CH:31]=[CH:32][C:33]=1[N:34]1[CH:38]=[C:37]([CH3:39])[N:36]=[CH:35]1. (2) Given the reactants [F:1][C:2]([F:15])([F:14])[C:3]1[CH:8]=[CH:7][C:6](/[CH:9]=[CH:10]/[C:11]([NH2:13])=[O:12])=[CH:5][CH:4]=1.ClCC(CCl)=O.[C:22]1([CH3:28])[CH:27]=CC=CC=1.O.O.O.[C:32]([O-:35])(=[O:34])[CH3:33].[Na+], predict the reaction product. The product is: [C:32]([O:35][CH2:28][C:22]1[N:13]=[C:11](/[CH:10]=[CH:9]/[C:6]2[CH:5]=[CH:4][C:3]([C:2]([F:14])([F:15])[F:1])=[CH:8][CH:7]=2)[O:12][CH:27]=1)(=[O:34])[CH3:33]. (3) Given the reactants [Cl:1][C:2]1[N:3]=[N:4][C:5](Cl)=[C:6]([CH3:9])[C:7]=1[CH3:8].O.[NH2:12][NH2:13], predict the reaction product. The product is: [Cl:1][C:2]1[N:3]=[N:4][C:5]([NH:12][NH2:13])=[C:6]([CH3:9])[C:7]=1[CH3:8]. (4) Given the reactants [N+:1]([C:4]1[CH:9]=[CH:8][C:7]([C:10]2[N:11]=[CH:12][N:13]([CH2:15][CH2:16][C:17]([O:19][C:20]([CH3:23])([CH3:22])[CH3:21])=[O:18])[CH:14]=2)=[CH:6][CH:5]=1)([O-])=O.C([O-])=O.[NH4+], predict the reaction product. The product is: [NH2:1][C:4]1[CH:9]=[CH:8][C:7]([C:10]2[N:11]=[CH:12][N:13]([CH2:15][CH2:16][C:17]([O:19][C:20]([CH3:23])([CH3:22])[CH3:21])=[O:18])[CH:14]=2)=[CH:6][CH:5]=1. (5) The product is: [CH3:13][C@@H:14]([N:21]1[CH2:2][C:3](=[O:4])[C:5]2([CH2:6][CH2:7]2)[C:8]1=[O:10])[C:15]1[CH:20]=[CH:19][CH:18]=[CH:17][CH:16]=1. Given the reactants Br[CH2:2][C:3]([C:5]1([C:8]([O:10]CC)=O)[CH2:7][CH2:6]1)=[O:4].[CH3:13][C@@H:14]([NH2:21])[C:15]1[CH:20]=[CH:19][CH:18]=[CH:17][CH:16]=1.CCN(CC)CC, predict the reaction product. (6) Given the reactants [Cl:1][C:2]1[CH:3]=[C:4]([CH:8]=[C:9]([O:11][CH3:12])[N:10]=1)[C:5]([OH:7])=[O:6].[C:13]([O-])([O-])=O.[K+].[K+], predict the reaction product. The product is: [CH3:13][O:6][C:5](=[O:7])[C:4]1[CH:8]=[C:9]([O:11][CH3:12])[N:10]=[C:2]([Cl:1])[CH:3]=1. (7) Given the reactants [Cl:1][C:2]1[CH:7]=[CH:6][C:5]([C:8]2[NH:13][C:12](=O)[C:11]([CH3:15])=[CH:10][N:9]=2)=[CH:4][CH:3]=1.P(Cl)(Cl)([Cl:18])=O, predict the reaction product. The product is: [Cl:18][CH:12]1[NH:13][C:8]([C:5]2[CH:6]=[CH:7][C:2]([Cl:1])=[CH:3][CH:4]=2)=[N:9][CH:10]=[C:11]1[CH3:15]. (8) Given the reactants [F:1][C:2]1[CH:3]=[C:4]([CH:17]=[CH:18][CH:19]=1)[O:5][C@H:6]1[CH2:11][CH2:10][C@H:9]([C:12]([O:14]CC)=[O:13])[CH2:8][CH2:7]1.C1COCC1.[OH-].[Na+], predict the reaction product. The product is: [F:1][C:2]1[CH:3]=[C:4]([CH:17]=[CH:18][CH:19]=1)[O:5][C@H:6]1[CH2:11][CH2:10][C@H:9]([C:12]([OH:14])=[O:13])[CH2:8][CH2:7]1.